Dataset: Reaction yield outcomes from USPTO patents with 853,638 reactions. Task: Predict the reaction yield, written as a fraction of the theoretical maximum amount of product (1.0 means a 100% yield; for example, 0.34 means a 34% yield). (1) The reactants are [C:1]([O:5][C:6](=[O:27])[C:7]1[CH:12]=[CH:11][C:10]([N:13]2[CH2:18][CH2:17][N:16]([CH3:19])[CH2:15][CH2:14]2)=[CH:9][C:8]=1[NH:20][CH:21]1[CH2:26][CH2:25][O:24][CH2:23][CH2:22]1)([CH3:4])([CH3:3])[CH3:2].C(N(CC)CC)C.[F:35][C:36]([F:47])([F:46])[C:37](O[C:37](=[O:38])[C:36]([F:47])([F:46])[F:35])=[O:38].O. The catalyst is ClCCl. The product is [C:1]([O:5][C:6](=[O:27])[C:7]1[CH:12]=[CH:11][C:10]([N:13]2[CH2:14][CH2:15][N:16]([CH3:19])[CH2:17][CH2:18]2)=[CH:9][C:8]=1[N:20]([CH:21]1[CH2:22][CH2:23][O:24][CH2:25][CH2:26]1)[C:37](=[O:38])[C:36]([F:47])([F:46])[F:35])([CH3:4])([CH3:2])[CH3:3]. The yield is 0.730. (2) The yield is 0.870. The product is [F:18][C:3]1[C:2]([F:1])=[CH:7][CH:6]=[CH:5][C:4]=1[O:8][C:9]1[CH:10]=[CH:11][C:12]([NH2:15])=[CH:13][CH:14]=1. The catalyst is CO.[Ni]. The reactants are [F:1][C:2]1[CH:7]=[CH:6][CH:5]=[C:4]([O:8][C:9]2[CH:14]=[CH:13][C:12]([N+:15]([O-])=O)=[CH:11][CH:10]=2)[C:3]=1[F:18].O.NN. (3) The reactants are [Br:1][C:2]1[CH:3]=[CH:4][C:5]([OH:11])=[C:6]([C:8](=[O:10])[CH3:9])[CH:7]=1.[O:12]1[CH2:17][CH2:16][CH2:15][CH:14]([CH:18]=O)[CH2:13]1. The catalyst is C(O)C.O. The product is [Br:1][C:2]1[CH:7]=[C:6]2[C:5](=[CH:4][CH:3]=1)[O:11][CH:18]([CH:14]1[CH2:15][CH2:16][CH2:17][O:12][CH2:13]1)[CH2:9][C:8]2=[O:10]. The yield is 0.150.